This data is from Forward reaction prediction with 1.9M reactions from USPTO patents (1976-2016). The task is: Predict the product of the given reaction. (1) Given the reactants F[C:2]1[CH:3]=[N:4][CH:5]=[CH:6][C:7]=1[C:8]1[CH:15]=[CH:14][C:11]([C:12]#[N:13])=[CH:10][CH:9]=1.[S-2:16].[Na+].[Na+].Cl, predict the reaction product. The product is: [SH:16][C:2]1[CH:3]=[N:4][CH:5]=[CH:6][C:7]=1[C:8]1[CH:15]=[CH:14][C:11]([C:12]#[N:13])=[CH:10][CH:9]=1. (2) Given the reactants [F:1][C:2]1[CH:7]=[CH:6][C:5]([OH:8])=[C:4]([O:9][CH3:10])[CH:3]=1.C(=O)([O-])[O-].[K+].[K+].[CH2:17](Br)[C:18]#[CH:19], predict the reaction product. The product is: [F:1][C:2]1[CH:7]=[CH:6][C:5]([O:8][CH2:19][C:18]#[CH:17])=[C:4]([O:9][CH3:10])[CH:3]=1.